This data is from TCR-epitope binding with 47,182 pairs between 192 epitopes and 23,139 TCRs. The task is: Binary Classification. Given a T-cell receptor sequence (or CDR3 region) and an epitope sequence, predict whether binding occurs between them. The epitope is KAYNVTQAF. The TCR CDR3 sequence is CASSLIPGQLGEQYF. Result: 0 (the TCR does not bind to the epitope).